Dataset: Forward reaction prediction with 1.9M reactions from USPTO patents (1976-2016). Task: Predict the product of the given reaction. (1) Given the reactants C(OC(=O)[NH:7][C:8]1([C:12]2[CH:17]=[CH:16][C:15]([C:18]3[C:27]([C:28]4[CH:33]=[CH:32][CH:31]=[CH:30][CH:29]=4)=[CH:26][C:25]4[C:24]5=[N:34][NH:35][C:36]([NH:37][CH2:38][CH2:39][OH:40])=[C:23]5[CH2:22][CH2:21][C:20]=4[N:19]=3)=[CH:14][CH:13]=2)[CH2:11][CH2:10][CH2:9]1)(C)(C)C, predict the reaction product. The product is: [NH2:7][C:8]1([C:12]2[CH:13]=[CH:14][C:15]([C:18]3[C:27]([C:28]4[CH:33]=[CH:32][CH:31]=[CH:30][CH:29]=4)=[CH:26][C:25]4[C:24]5=[N:34][NH:35][C:36]([NH:37][CH2:38][CH2:39][OH:40])=[C:23]5[CH2:22][CH2:21][C:20]=4[N:19]=3)=[CH:16][CH:17]=2)[CH2:11][CH2:10][CH2:9]1. (2) Given the reactants O.[OH-].[Li+].C([O:6][C:7](=[O:33])[C@@H:8]([O:30][CH2:31][CH3:32])[CH2:9][C:10]1[CH:15]=[CH:14][C:13]([O:16][CH2:17][CH2:18][C:19]2[CH:24]=[CH:23][C:22]([O:25][S:26]([CH3:29])(=[O:28])=[O:27])=[CH:21][CH:20]=2)=[CH:12][CH:11]=1)C, predict the reaction product. The product is: [CH2:31]([O:30][C@@H:8]([CH2:9][C:10]1[CH:11]=[CH:12][C:13]([O:16][CH2:17][CH2:18][C:19]2[CH:20]=[CH:21][C:22]([O:25][S:26]([CH3:29])(=[O:27])=[O:28])=[CH:23][CH:24]=2)=[CH:14][CH:15]=1)[C:7]([OH:33])=[O:6])[CH3:32]. (3) Given the reactants Cl[C:2]1[C:3]2[C:10]([I:11])=[CH:9][N:8]([CH2:12][O:13][CH2:14][CH2:15][Si:16]([CH3:19])([CH3:18])[CH3:17])[C:4]=2[N:5]=[CH:6][N:7]=1.C([O-])([O-])=O.[K+].[K+].[OH:26][C:27]1[CH:28]=[C:29]([NH:33][C:34](=[O:40])[O:35][C:36]([CH3:39])([CH3:38])[CH3:37])[CH:30]=[CH:31][CH:32]=1, predict the reaction product. The product is: [C:36]([O:35][C:34](=[O:40])[NH:33][C:29]1[CH:30]=[CH:31][CH:32]=[C:27]([O:26][C:2]2[C:3]3[C:10]([I:11])=[CH:9][N:8]([CH2:12][O:13][CH2:14][CH2:15][Si:16]([CH3:19])([CH3:18])[CH3:17])[C:4]=3[N:5]=[CH:6][N:7]=2)[CH:28]=1)([CH3:39])([CH3:37])[CH3:38]. (4) Given the reactants [CH2:1]([C:4]1([NH2:18])[CH2:9][CH2:8][CH:7]([O:10][Si:11]([C:14]([CH3:17])([CH3:16])[CH3:15])([CH3:13])[CH3:12])[CH2:6][CH2:5]1)[CH:2]=[CH2:3].[C:19](O[C:19]([O:21][C:22]([CH3:25])([CH3:24])[CH3:23])=[O:20])([O:21][C:22]([CH3:25])([CH3:24])[CH3:23])=[O:20].C(N(CC)CC)C, predict the reaction product. The product is: [C:22]([O:21][C:19](=[O:20])[NH:18][C:4]1([CH2:1][CH:2]=[CH2:3])[CH2:5][CH2:6][CH:7]([O:10][Si:11]([C:14]([CH3:17])([CH3:16])[CH3:15])([CH3:12])[CH3:13])[CH2:8][CH2:9]1)([CH3:25])([CH3:24])[CH3:23]. (5) Given the reactants [C:1]([C:5]1[CH:6]=[C:7]([CH:30]=[CH:31][CH:32]=1)[CH2:8][NH:9][C@@H:10]1[C@@H:15]([OH:16])[C@H:14]([CH2:17][C:18]2[CH:23]=[CH:22][C:21]([N+:24]([O-:26])=[O:25])=[C:20](F)[CH:19]=2)[CH2:13][S:12](=[O:29])(=[O:28])[CH2:11]1)([CH3:4])([CH3:3])[CH3:2].[F:33][C:34]([F:38])([F:37])[CH2:35][OH:36].C([O-])([O-])=O.[K+].[K+], predict the reaction product. The product is: [C:1]([C:5]1[CH:6]=[C:7]([CH:30]=[CH:31][CH:32]=1)[CH2:8][NH:9][C@@H:10]1[C@@H:15]([OH:16])[C@H:14]([CH2:17][C:18]2[CH:23]=[CH:22][C:21]([N+:24]([O-:26])=[O:25])=[C:20]([O:36][CH2:35][C:34]([F:38])([F:37])[F:33])[CH:19]=2)[CH2:13][S:12](=[O:29])(=[O:28])[CH2:11]1)([CH3:2])([CH3:3])[CH3:4]. (6) Given the reactants [CH2:1]([O:8][C:9]1[CH:10]=[C:11]([CH:15]=[CH:16][C:17]=1[N+:18]([O-:20])=[O:19])[CH2:12]CN)[C:2]1[CH:7]=[CH:6][CH:5]=[CH:4][CH:3]=1.[CH2:21]([N:23](CC)CC)C.[C:28]1([S:34](Cl)(=[O:36])=[O:35])[CH:33]=[CH:32][CH:31]=[CH:30][CH:29]=1, predict the reaction product. The product is: [CH2:1]([O:8][C:9]1[CH:10]=[C:11]([CH:15]=[CH:16][C:17]=1[N+:18]([O-:20])=[O:19])[CH2:12][N:23]([CH3:21])[S:34]([C:28]1[CH:33]=[CH:32][CH:31]=[CH:30][CH:29]=1)(=[O:36])=[O:35])[C:2]1[CH:3]=[CH:4][CH:5]=[CH:6][CH:7]=1. (7) The product is: [CH2:31]([S:28]([C:24]1[CH:23]=[C:22]([C:20]2[C:11]3[C:12]4[CH:18]=[C:17]([CH3:19])[CH:16]=[N:15][C:13]=4[NH:14][C:10]=3[C:9](=[O:33])[NH:8][CH:21]=2)[CH:27]=[CH:26][CH:25]=1)(=[O:29])=[O:30])[CH3:32]. Given the reactants C([N:8]1[CH:21]=[C:20]([C:22]2[CH:27]=[CH:26][CH:25]=[C:24]([S:28]([CH2:31][CH3:32])(=[O:30])=[O:29])[CH:23]=2)[C:11]2[C:12]3[CH:18]=[C:17]([CH3:19])[CH:16]=[N:15][C:13]=3[NH:14][C:10]=2[C:9]1=[O:33])C1C=CC=CC=1, predict the reaction product. (8) Given the reactants [Li]CCCC.Br[C:7]1[CH:12]=[C:11]([CH:13]([C:18]([CH3:21])([CH3:20])[CH3:19])[O:14][SiH:15]([CH3:17])[CH3:16])[CH:10]=[C:9]([CH:22]([C:27]([CH3:30])([CH3:29])[CH3:28])[O:23][SiH:24]([CH3:26])[CH3:25])[CH:8]=1.[CH3:31][C:32]([CH3:34])=[O:33], predict the reaction product. The product is: [OH:33][C:32]([C:7]1[CH:12]=[C:11]([CH:13]([C:18]([CH3:20])([CH3:19])[CH3:21])[O:14][SiH:15]([CH3:17])[CH3:16])[CH:10]=[C:9]([CH:22]([C:27]([CH3:30])([CH3:28])[CH3:29])[O:23][SiH:24]([CH3:25])[CH3:26])[CH:8]=1)([CH3:34])[CH3:31]. (9) Given the reactants Br[C:2]1[CH:7]=[CH:6][C:5]([Cl:8])=[CH:4][CH:3]=1.[Mg].II.[C:12](OCC)(=[O:18])[C:13]([O:15][CH2:16][CH3:17])=[O:14].Cl, predict the reaction product. The product is: [Cl:8][C:5]1[CH:6]=[CH:7][C:2]([C:12](=[O:18])[C:13]([O:15][CH2:16][CH3:17])=[O:14])=[CH:3][CH:4]=1. (10) The product is: [Si:16]([O:15][C@@H:11]1[C@@H:12]([CH3:14])[CH2:13][N:8]([C:7]2[CH:6]=[CH:5][N:4]=[CH:3][C:2]=2[NH:1][C:44]([C:41]2[N:40]=[C:39]3[N:35]([CH:31]4[CH2:32][CH2:33][CH2:34]4)[CH:36]=[CH:37][C:38]3=[CH:43][CH:42]=2)=[O:45])[CH2:9][C@H:10]1[NH:23][C:24](=[O:30])[O:25][C:26]([CH3:29])([CH3:28])[CH3:27])([C:19]([CH3:22])([CH3:21])[CH3:20])([CH3:18])[CH3:17]. Given the reactants [NH2:1][C:2]1[CH:3]=[N:4][CH:5]=[CH:6][C:7]=1[N:8]1[CH2:13][C@H:12]([CH3:14])[C@@H:11]([O:15][Si:16]([C:19]([CH3:22])([CH3:21])[CH3:20])([CH3:18])[CH3:17])[C@H:10]([NH:23][C:24](=[O:30])[O:25][C:26]([CH3:29])([CH3:28])[CH3:27])[CH2:9]1.[CH:31]1([N:35]2[C:39]3=[N:40][C:41]([C:44](O)=[O:45])=[CH:42][CH:43]=[C:38]3[CH:37]=[CH:36]2)[CH2:34][CH2:33][CH2:32]1.CCN(C(C)C)C(C)C.CN(C(ON1N=NC2C=CC=NC1=2)=[N+](C)C)C.F[P-](F)(F)(F)(F)F, predict the reaction product.